The task is: Regression. Given a peptide amino acid sequence and an MHC pseudo amino acid sequence, predict their binding affinity value. This is MHC class II binding data.. This data is from Peptide-MHC class II binding affinity with 134,281 pairs from IEDB. (1) The peptide sequence is AAATAGTSVYGAFAA. The MHC is HLA-DQA10401-DQB10402 with pseudo-sequence HLA-DQA10401-DQB10402. The binding affinity (normalized) is 0.485. (2) The binding affinity (normalized) is 0.599. The peptide sequence is VLTLGAAMVEIALGGKK. The MHC is HLA-DQA10103-DQB10603 with pseudo-sequence HLA-DQA10103-DQB10603. (3) The peptide sequence is MTLYQIQVMKRNQKQ. The MHC is DRB1_1501 with pseudo-sequence DRB1_1501. The binding affinity (normalized) is 0.280. (4) The peptide sequence is GYKVLVLNPSVAAT. The MHC is DRB5_0101 with pseudo-sequence DRB5_0101. The binding affinity (normalized) is 0.314. (5) The peptide sequence is AQLGLRKKTKQSITE. The MHC is DRB1_0901 with pseudo-sequence DRB1_0901. The binding affinity (normalized) is 0.280. (6) The peptide sequence is AEDVIPEGWKADTSY. The binding affinity (normalized) is 0.479. The MHC is HLA-DQA10501-DQB10201 with pseudo-sequence HLA-DQA10501-DQB10201. (7) The MHC is DRB1_0405 with pseudo-sequence DRB1_0405. The binding affinity (normalized) is 0.616. The peptide sequence is GVDYTITVYAVTYYK. (8) The peptide sequence is QGVADAYITLVTLPK. The MHC is DRB1_1602 with pseudo-sequence DRB1_1602. The binding affinity (normalized) is 0.248. (9) The peptide sequence is GKSYDALATFTVNIF. The MHC is HLA-DPA10201-DPB10101 with pseudo-sequence HLA-DPA10201-DPB10101. The binding affinity (normalized) is 0.734.